Dataset: Reaction yield outcomes from USPTO patents with 853,638 reactions. Task: Predict the reaction yield, written as a fraction of the theoretical maximum amount of product (1.0 means a 100% yield; for example, 0.34 means a 34% yield). The reactants are [CH2:1]([O:3][C:4]1[CH:9]=[C:8](Br)[CH:7]=[CH:6][C:5]=1[N+:11]([O-:13])=[O:12])[CH3:2].[CH2:14](O)[CH2:15]C. The catalyst is C(Cl)Cl.C1C=CC(P(C2C=CC=CC=2)[C-]2C=CC=C2)=CC=1.C1C=CC(P(C2C=CC=CC=2)[C-]2C=CC=C2)=CC=1.Cl[Pd]Cl.[Fe+2]. The product is [CH2:1]([O:3][C:4]1[CH:9]=[C:8]([CH:14]=[CH2:15])[CH:7]=[CH:6][C:5]=1[N+:11]([O-:13])=[O:12])[CH3:2]. The yield is 0.810.